From a dataset of Full USPTO retrosynthesis dataset with 1.9M reactions from patents (1976-2016). Predict the reactants needed to synthesize the given product. (1) Given the product [Cl:9][C:8]1[C:2]([I:1])=[C:3]([NH:4][S:21]([C:18]2[CH:19]=[CH:20][C:15]3[O:14][CH2:13][CH2:12][N:11]([CH3:10])[C:16]=3[CH:17]=2)(=[O:22])=[O:23])[CH:5]=[CH:6][CH:7]=1, predict the reactants needed to synthesize it. The reactants are: [I:1][C:2]1[C:8]([Cl:9])=[CH:7][CH:6]=[CH:5][C:3]=1[NH2:4].[CH3:10][N:11]1[C:16]2[CH:17]=[C:18]([S:21](Cl)(=[O:23])=[O:22])[CH:19]=[CH:20][C:15]=2[O:14][CH2:13][CH2:12]1. (2) The reactants are: [CH3:1][O:2][CH:3]([O:20][CH3:21])[CH2:4][N:5]1[C:14]2[C:9](=[N:10][CH:11]=[C:12]([C:15]([F:18])([F:17])[F:16])[CH:13]=2)[CH2:8][CH2:7][C:6]1=[O:19].ClC1C(=O)C(C#N)=C(C#N)C(=O)C=1Cl.O.[OH-].[Na+]. Given the product [CH3:21][O:20][CH:3]([O:2][CH3:1])[CH2:4][N:5]1[C:14]2[C:9](=[N:10][CH:11]=[C:12]([C:15]([F:18])([F:17])[F:16])[CH:13]=2)[CH:8]=[CH:7][C:6]1=[O:19], predict the reactants needed to synthesize it.